Dataset: Reaction yield outcomes from USPTO patents with 853,638 reactions. Task: Predict the reaction yield, written as a fraction of the theoretical maximum amount of product (1.0 means a 100% yield; for example, 0.34 means a 34% yield). (1) The reactants are [Cl:1][C:2]1[CH:7]=[CH:6][C:5]([NH:8][C:9]2[C:18]3[C:13](=[CH:14][N:15]=[C:16](F)[CH:17]=3)[N:12]=[CH:11][C:10]=2[C:20]#[N:21])=[C:4]([F:22])[CH:3]=1.[CH3:23][N:24]([CH3:28])[CH2:25][CH2:26][O-:27].[Na+].O. The catalyst is O1CCCC1. The product is [Cl:1][C:2]1[CH:7]=[CH:6][C:5]([NH:8][C:9]2[C:18]3[C:13](=[CH:14][N:15]=[C:16]([O:27][CH2:26][CH2:25][N:24]([CH3:28])[CH3:23])[CH:17]=3)[N:12]=[CH:11][C:10]=2[C:20]#[N:21])=[C:4]([F:22])[CH:3]=1. The yield is 0.640. (2) The reactants are [CH2:1]1[C:6]2([CH2:11][CH2:10][CH2:9][CH2:8][CH2:7]2)[CH2:5][CH2:4][CH:3]([OH:12])[CH2:2]1.O[C:14]1[C:15]([C:31]([F:34])([F:33])[F:32])=[C:16]2[C:21](=[CH:22][CH:23]=1)[CH:20]=[C:19]([C@:24]1([CH3:30])[CH2:28][O:27][C:26](=[O:29])[NH:25]1)[CH:18]=[CH:17]2.C1(P(C2C=CC=CC=2)C2C=CC=CC=2)C=CC=CC=1.O1CCCC1.N(C(OC(C)C)=O)=NC(OC(C)C)=O. The catalyst is C(Cl)Cl. The product is [CH3:30][C@@:24]1([C:19]2[CH:18]=[CH:17][C:16]3[C:21](=[CH:22][CH:23]=[C:14]([O:12][CH:3]4[CH2:2][CH2:1][C:6]5([CH2:7][CH2:8][CH2:9][CH2:10][CH2:11]5)[CH2:5][CH2:4]4)[C:15]=3[C:31]([F:34])([F:32])[F:33])[CH:20]=2)[CH2:28][O:27][C:26](=[O:29])[NH:25]1. The yield is 0.700. (3) The reactants are [CH2:1]([N:8]([CH2:28][C:29]1[CH:34]=[CH:33][CH:32]=[CH:31][CH:30]=1)[C@H:9]1[CH2:18][C:17]2[C:12](=[CH:13][CH:14]=[CH:15][C:16]=2B2OC(C)(C)C(C)(C)O2)[O:11][CH2:10]1)[C:2]1[CH:7]=[CH:6][CH:5]=[CH:4][CH:3]=1.Br[C:36]1[CH:41]=[CH:40][N:39]=[N:38][CH:37]=1. No catalyst specified. The product is [CH2:1]([N:8]([CH2:28][C:29]1[CH:30]=[CH:31][CH:32]=[CH:33][CH:34]=1)[C@H:9]1[CH2:18][C:17]2[C:12](=[CH:13][CH:14]=[CH:15][C:16]=2[C:36]2[CH:41]=[CH:40][N:39]=[N:38][CH:37]=2)[O:11][CH2:10]1)[C:2]1[CH:3]=[CH:4][CH:5]=[CH:6][CH:7]=1. The yield is 0.620. (4) The reactants are C(O)(C(F)(F)F)=O.C(OC([N:15]1[CH2:20][CH2:19][N:18]([C:21]2[O:22][C:23]([C@@H:26]3[CH2:32][CH2:31][C@@H:30]4[CH2:33][N:27]3[C:28](=[O:39])[N:29]4[O:34][S:35]([OH:38])(=[O:37])=[O:36])=[N:24][N:25]=2)[CH2:17][CH2:16]1)=O)(C)(C)C.C([N+](CCCC)(CCCC)CCCC)CCC. The catalyst is C(Cl)Cl.CCOCC. The product is [S:35]([OH:38])([O:34][N:29]1[C:28](=[O:39])[N:27]2[CH2:33][C@H:30]1[CH2:31][CH2:32][C@H:26]2[C:23]1[O:22][C:21]([N:18]2[CH2:19][CH2:20][NH:15][CH2:16][CH2:17]2)=[N:25][N:24]=1)(=[O:36])=[O:37]. The yield is 0.350.